This data is from Reaction yield outcomes from USPTO patents with 853,638 reactions. The task is: Predict the reaction yield, written as a fraction of the theoretical maximum amount of product (1.0 means a 100% yield; for example, 0.34 means a 34% yield). The reactants are [F:1][C:2]1[CH:3]=[C:4]([N:9]2[C:13]3[CH:14]=[CH:15][CH:16]=[CH:17][C:12]=3[NH:11][S:10]2(=[O:19])=[O:18])[CH:5]=[CH:6][C:7]=1[F:8].C1(P(C2C=CC=CC=2)C2C=CC=CC=2)C=CC=CC=1.[Br:39][CH2:40][CH2:41][CH2:42]O.CC(OC(/N=N/C(OC(C)C)=O)=O)C. The catalyst is O1CCCC1. The product is [Br:39][CH2:40][CH2:41][CH2:42][N:11]1[C:12]2[CH:17]=[CH:16][CH:15]=[CH:14][C:13]=2[N:9]([C:4]2[CH:5]=[CH:6][C:7]([F:8])=[C:2]([F:1])[CH:3]=2)[S:10]1(=[O:18])=[O:19]. The yield is 0.920.